Dataset: Peptide-MHC class I binding affinity with 185,985 pairs from IEDB/IMGT. Task: Regression. Given a peptide amino acid sequence and an MHC pseudo amino acid sequence, predict their binding affinity value. This is MHC class I binding data. (1) The peptide sequence is TAFTIPSI. The MHC is HLA-A68:01 with pseudo-sequence HLA-A68:01. The binding affinity (normalized) is 0. (2) The peptide sequence is SVLCVKKFY. The MHC is HLA-A33:01 with pseudo-sequence HLA-A33:01. The binding affinity (normalized) is 0.125. (3) The peptide sequence is VTVYYGVPVWK. The binding affinity (normalized) is 0.525. The MHC is HLA-A68:01 with pseudo-sequence HLA-A68:01. (4) The peptide sequence is LTGVEAVMY. The MHC is HLA-A26:01 with pseudo-sequence HLA-A26:01. The binding affinity (normalized) is 0.0152. (5) The peptide sequence is TLGVYDYLV. The MHC is HLA-A02:06 with pseudo-sequence HLA-A02:06. The binding affinity (normalized) is 0.601.